This data is from Full USPTO retrosynthesis dataset with 1.9M reactions from patents (1976-2016). The task is: Predict the reactants needed to synthesize the given product. (1) Given the product [Br:17][C:18]1[CH:23]=[CH:22][C:21]([O:24][C:2]2[C:7]3[CH:8]=[CH:9][O:10][C:6]=3[CH:5]=[CH:4][N:3]=2)=[CH:20][C:19]=1[CH3:25], predict the reactants needed to synthesize it. The reactants are: Cl[C:2]1[C:7]2[CH:8]=[CH:9][O:10][C:6]=2[CH:5]=[CH:4][N:3]=1.C(=O)([O-])[O-].[Cs+].[Cs+].[Br:17][C:18]1[CH:23]=[CH:22][C:21]([OH:24])=[CH:20][C:19]=1[CH3:25].O. (2) Given the product [CH:16]([C:18]1[CH:23]=[CH:22][C:21]([C:2]2[C:3]3[C:8]([CH:9]=[C:10]4[C:15]=2[CH:14]=[CH:13][CH:12]=[CH:11]4)=[CH:7][CH:6]=[CH:5][CH:4]=3)=[CH:20][CH:19]=1)=[O:17], predict the reactants needed to synthesize it. The reactants are: Br[C:2]1[C:3]2[C:8]([CH:9]=[C:10]3[C:15]=1[CH:14]=[CH:13][CH:12]=[CH:11]3)=[CH:7][CH:6]=[CH:5][CH:4]=2.[CH:16]([C:18]1[CH:23]=[CH:22][C:21](B(O)O)=[CH:20][CH:19]=1)=[O:17].[F-].[K+]. (3) Given the product [NH2:1][C:2]1[N:3]=[C:4]([NH:10]/[N:11]=[CH:17]/[C:16]2[CH:19]=[CH:20][C:13]([OH:12])=[CH:14][CH:15]=2)[CH:5]=[C:6]([NH:8]/[N:9]=[CH:17]/[C:16]2[CH:19]=[CH:20][C:13]([OH:12])=[CH:14][CH:15]=2)[N:7]=1, predict the reactants needed to synthesize it. The reactants are: [NH2:1][C:2]1[N:7]=[C:6]([NH:8][NH2:9])[CH:5]=[C:4]([NH:10][NH2:11])[N:3]=1.[OH:12][C:13]1[CH:20]=[CH:19][C:16]([CH:17]=O)=[CH:15][CH:14]=1. (4) The reactants are: [NH:1]1[CH:5]=[C:4]([C:6]2[N:11]=[CH:10][C:9]3[CH:12]=[N:13][N:14]([C:15]4[N:20]=[C:19]([N:21]5[CH2:27][CH2:26][CH2:25][N:24](C(OC(C)(C)C)=O)[CH2:23][CH2:22]5)[CH:18]=[CH:17][CH:16]=4)[C:8]=3[CH:7]=2)[CH:3]=[N:2]1.Br[CH:36]1[CH2:39][CH2:38][CH2:37]1. Given the product [N:21]1([C:19]2[N:20]=[C:15]([N:14]3[C:8]4[CH:7]=[C:6]([C:4]5[CH:5]=[N:1][N:2]([CH:36]6[CH2:39][CH2:38][CH2:37]6)[CH:3]=5)[N:11]=[CH:10][C:9]=4[CH:12]=[N:13]3)[CH:16]=[CH:17][CH:18]=2)[CH2:27][CH2:26][CH2:25][NH:24][CH2:23][CH2:22]1, predict the reactants needed to synthesize it.